Dataset: Full USPTO retrosynthesis dataset with 1.9M reactions from patents (1976-2016). Task: Predict the reactants needed to synthesize the given product. (1) Given the product [CH3:11][C:10]1([CH3:12])[O:5][CH2:4][CH:3]([CH2:6][OH:7])[CH2:2][O:1]1, predict the reactants needed to synthesize it. The reactants are: [OH:1][CH2:2][CH:3]([CH2:6][OH:7])[CH2:4][OH:5].CO[C:10](OC)([CH3:12])[CH3:11].C(N(CC)CC)C. (2) Given the product [F:7][C:8]1[C:9]([OH:10])=[N:6][C:5]2[N:1]([N:2]=[CH:3][CH:4]=2)[C:14]=1[OH:15], predict the reactants needed to synthesize it. The reactants are: [NH:1]1[C:5]([NH2:6])=[CH:4][CH:3]=[N:2]1.[F:7][CH:8]([C:14](OCC)=[O:15])[C:9](OCC)=[O:10].[O-]CC.[Na+]. (3) Given the product [N:46]1([C:44]([C:41]2[CH:42]=[CH:43][C:38]([N:36]3[CH:37]=[C:33]([C:20]4[C:19]5[C:23](=[CH:24][CH:25]=[C:17]([CH2:16][N:53]6[C:54](=[O:58])[CH:55]=[CH:56][CH:57]=[N:52]6)[CH:18]=5)[N:22]([C:26]([O:28][C:29]([CH3:32])([CH3:31])[CH3:30])=[O:27])[N:21]=4)[N:34]=[N:35]3)=[CH:39][CH:40]=2)=[O:45])[CH2:47][CH2:48][O:49][CH2:50][CH2:51]1, predict the reactants needed to synthesize it. The reactants are: CC(OC(/N=N/C(OC(C)C)=O)=O)C.O[CH2:16][C:17]1[CH:18]=[C:19]2[C:23](=[CH:24][CH:25]=1)[N:22]([C:26]([O:28][C:29]([CH3:32])([CH3:31])[CH3:30])=[O:27])[N:21]=[C:20]2[C:33]1[N:34]=[N:35][N:36]([C:38]2[CH:43]=[CH:42][C:41]([C:44]([N:46]3[CH2:51][CH2:50][O:49][CH2:48][CH2:47]3)=[O:45])=[CH:40][CH:39]=2)[CH:37]=1.[N:52]1[NH:53][C:54](=[O:58])[CH:55]=[CH:56][CH:57]=1.C1(P(C2C=CC=CC=2)C2C=CC=CC=2)C=CC=CC=1.Cl.